This data is from M1 muscarinic receptor antagonist screen with 61,756 compounds. The task is: Binary Classification. Given a drug SMILES string, predict its activity (active/inactive) in a high-throughput screening assay against a specified biological target. (1) The molecule is Clc1cc(NC(=O)CC2SCCNC2=O)ccc1. The result is 0 (inactive). (2) The result is 0 (inactive). The compound is o1c2c(n(CC(=O)c3[nH]c(c(c3C)C(OCC)=O)C)c1=O)cccc2. (3) The molecule is S(Cc1nc2sccn2c1)c1n(nnn1)c1c(OC)ccc(c1)C. The result is 0 (inactive). (4) The result is 0 (inactive). The compound is O(c1c2c(n(c(=O)c1)C)cccc2)CCCC(=O)Nc1cc2OCCOc2cc1. (5) The compound is O=c1n(Cc2cc(ccc2)C)cnc2n(nnc12)Cc1ccc(cc1)C. The result is 1 (active).